This data is from Forward reaction prediction with 1.9M reactions from USPTO patents (1976-2016). The task is: Predict the product of the given reaction. (1) The product is: [CH3:12][S:11][C:9]1[C:10]2=[C:2]([CH2:1][N:37]3[CH2:38][CH2:39][CH:34]([OH:33])[CH2:35][CH2:36]3)[CH:3]=[CH:4][N:5]2[N:6]=[CH:7][N:8]=1. Given the reactants [CH3:1][C:2]1[CH:3]=[CH:4][N:5]2[C:10]=1[C:9]([S:11][CH3:12])=[N:8][CH:7]=[N:6]2.C1C(=O)N(Br)C(=O)C1.CC(N=NC(C#N)(C)C)(C#N)C.[OH:33][CH:34]1[CH2:39][CH2:38][NH:37][CH2:36][CH2:35]1.CCN(C(C)C)C(C)C, predict the reaction product. (2) The product is: [NH2:4][CH2:3][C@@H:2]([OH:1])[CH2:15][N:16]1[CH2:17][CH2:18][N:19]([CH3:22])[CH2:20][CH2:21]1. Given the reactants [OH:1][C@@H:2]([CH2:15][N:16]1[CH2:21][CH2:20][N:19]([CH3:22])[CH2:18][CH2:17]1)[CH2:3][NH:4]C(=O)OCC1C=CC=CC=1.[H][H], predict the reaction product. (3) Given the reactants CS(C)=O.C(Cl)(=O)C(Cl)=O.[Br:11][C:12]1[S:13][C:14]([Cl:19])=[CH:15][C:16]=1[CH2:17][OH:18].C(N(CC)CC)C, predict the reaction product. The product is: [Br:11][C:12]1[S:13][C:14]([Cl:19])=[CH:15][C:16]=1[CH:17]=[O:18]. (4) Given the reactants C([O:3][C:4]([C@@H:6]1[CH2:8][C@H:7]1[CH2:9][NH:10][C:11]([O:13][C:14]([CH3:17])([CH3:16])[CH3:15])=[O:12])=O)C.CC(C[AlH]CC(C)C)C.C(C(C(C([O-])=O)O)O)([O-])=O.[Na+].[Na+], predict the reaction product. The product is: [C:14]([O:13][C:11](=[O:12])[NH:10][CH2:9][C@@H:7]1[CH2:8][C@H:6]1[CH:4]=[O:3])([CH3:15])([CH3:17])[CH3:16]. (5) Given the reactants [C:1]([NH:9][NH2:10])(=[O:8])[C:2]1[CH:7]=[CH:6][N:5]=[CH:4][CH:3]=1.[CH2:11](C(CC)(CC)C([O-])([O-])[O-])C, predict the reaction product. The product is: [O:8]1[CH:11]=[N:10][N:9]=[C:1]1[C:2]1[CH:7]=[CH:6][N:5]=[CH:4][CH:3]=1. (6) Given the reactants [CH3:1][C:2]1[C:7]([O:8][C:9]2[CH:14]=[CH:13][C:12]([CH2:15][C:16]([O:18]CC)=[O:17])=[CH:11][CH:10]=2)=[CH:6][CH:5]=[CH:4][N:3]=1.[Li+].[OH-].CC(O)=O, predict the reaction product. The product is: [CH3:1][C:2]1[C:7]([O:8][C:9]2[CH:14]=[CH:13][C:12]([CH2:15][C:16]([OH:18])=[O:17])=[CH:11][CH:10]=2)=[CH:6][CH:5]=[CH:4][N:3]=1. (7) The product is: [ClH:21].[Br:13][C:14]1[CH:15]=[N:16][CH:17]=[C:18]([F:20])[C:19]=1[Cl:29]. Given the reactants C(NC(C)C)(C)C.C([Li])CCC.[Br:13][C:14]1[CH:15]=[N:16][CH:17]=[C:18]([F:20])[CH:19]=1.[Cl:21]C(Cl)(Cl)C(Cl)(Cl)Cl.[ClH:29], predict the reaction product. (8) Given the reactants [NH2:1][C:2]1[C:7]([C:8]#[N:9])=[C:6]([F:10])[C:5]([Br:11])=[CH:4][CH:3]=1.F[B-](F)(F)F.[O:17]=[N+:18]=[O:19], predict the reaction product. The product is: [NH2:1][C:2]1[C:3]([N+:18]([O-:19])=[O:17])=[CH:4][C:5]([Br:11])=[C:6]([F:10])[C:7]=1[C:8]#[N:9]. (9) The product is: [CH3:1][O:2][C:3]1[CH:11]=[CH:10][C:6]2[N:7]([CH3:15])[CH:8]=[N:9][C:5]=2[CH:4]=1. Given the reactants [CH3:1][O:2][C:3]1[CH:11]=[CH:10][C:6]2[N:7]=[CH:8][NH:9][C:5]=2[CH:4]=1.[H-].[Na+].I[CH3:15], predict the reaction product. (10) Given the reactants [CH:1]1([N:6]2[CH2:12][C:11]([F:14])([F:13])[C:10](=[O:15])[N:9]([CH3:16])[C:8]3[CH:17]=[N:18][C:19]([NH:21][C:22]4[CH:30]=[CH:29][C:25]([C:26]([OH:28])=O)=[CH:24][C:23]=4[O:31][CH3:32])=[N:20][C:7]2=3)[CH2:5][CH2:4][CH2:3][CH2:2]1.F[P-](F)(F)(F)(F)F.CN(C(N(C)C)=[N+]1C2C(=NC=CC=2)[N+]([O-])=N1)C.C(N(C(C)C)C(C)C)C.[N:66]1([CH2:72][CH2:73][NH2:74])[CH2:71][CH2:70][CH2:69][CH2:68][CH2:67]1, predict the reaction product. The product is: [CH:1]1([N:6]2[CH2:12][C:11]([F:13])([F:14])[C:10](=[O:15])[N:9]([CH3:16])[C:8]3[CH:17]=[N:18][C:19]([NH:21][C:22]4[CH:30]=[CH:29][C:25]([C:26]([NH:74][CH2:73][CH2:72][N:66]5[CH2:71][CH2:70][CH2:69][CH2:68][CH2:67]5)=[O:28])=[CH:24][C:23]=4[O:31][CH3:32])=[N:20][C:7]2=3)[CH2:2][CH2:3][CH2:4][CH2:5]1.